This data is from NCI-60 drug combinations with 297,098 pairs across 59 cell lines. The task is: Regression. Given two drug SMILES strings and cell line genomic features, predict the synergy score measuring deviation from expected non-interaction effect. (1) Drug 1: C1=CC(=CC=C1CCC2=CNC3=C2C(=O)NC(=N3)N)C(=O)NC(CCC(=O)O)C(=O)O. Drug 2: CC1=CC2C(CCC3(C2CCC3(C(=O)C)OC(=O)C)C)C4(C1=CC(=O)CC4)C. Cell line: SF-539. Synergy scores: CSS=31.1, Synergy_ZIP=0.212, Synergy_Bliss=-2.60, Synergy_Loewe=-27.6, Synergy_HSA=-2.61. (2) Drug 1: CC12CCC(CC1=CCC3C2CCC4(C3CC=C4C5=CN=CC=C5)C)O. Drug 2: CNC(=O)C1=CC=CC=C1SC2=CC3=C(C=C2)C(=NN3)C=CC4=CC=CC=N4. Cell line: SR. Synergy scores: CSS=75.5, Synergy_ZIP=0.223, Synergy_Bliss=3.86, Synergy_Loewe=0.173, Synergy_HSA=5.37. (3) Drug 1: CC12CCC3C(C1CCC2=O)CC(=C)C4=CC(=O)C=CC34C. Drug 2: C1=CN(C(=O)N=C1N)C2C(C(C(O2)CO)O)O.Cl. Cell line: HL-60(TB). Synergy scores: CSS=78.5, Synergy_ZIP=4.41, Synergy_Bliss=6.44, Synergy_Loewe=4.86, Synergy_HSA=5.94. (4) Drug 1: CC1=C(C=C(C=C1)NC(=O)C2=CC=C(C=C2)CN3CCN(CC3)C)NC4=NC=CC(=N4)C5=CN=CC=C5. Drug 2: C1C(C(OC1N2C=NC3=C2NC=NCC3O)CO)O. Cell line: OVCAR-5. Synergy scores: CSS=-1.02, Synergy_ZIP=0.181, Synergy_Bliss=-1.17, Synergy_Loewe=-2.73, Synergy_HSA=-2.71.